From a dataset of Full USPTO retrosynthesis dataset with 1.9M reactions from patents (1976-2016). Predict the reactants needed to synthesize the given product. Given the product [C:1]([O:5][C:6](=[O:20])[CH2:7][O:8][C:9]1[CH:14]=[CH:13][C:12]([S:15][CH2:16][C:17]#[C:18][C:22]2[CH:27]=[CH:26][CH:25]=[CH:24][C:23]=2[C:28]([F:31])([F:30])[F:29])=[CH:11][C:10]=1[CH3:19])([CH3:4])([CH3:3])[CH3:2], predict the reactants needed to synthesize it. The reactants are: [C:1]([O:5][C:6](=[O:20])[CH2:7][O:8][C:9]1[CH:14]=[CH:13][C:12]([S:15][CH2:16][C:17]#[CH:18])=[CH:11][C:10]=1[CH3:19])([CH3:4])([CH3:3])[CH3:2].I[C:22]1[CH:27]=[CH:26][CH:25]=[CH:24][C:23]=1[C:28]([F:31])([F:30])[F:29].